From a dataset of Forward reaction prediction with 1.9M reactions from USPTO patents (1976-2016). Predict the product of the given reaction. Given the reactants CO.C([O:10][C:11]1[C:12]([CH3:30])=[C:13]([CH3:29])[C:14]([NH:18][C:19](=[O:28])[CH2:20][CH:21]([CH3:27])[CH2:22][C:23]([CH3:26])([CH3:25])[CH3:24])=[N:15][C:16]=1[CH3:17])C1C=CC=CC=1, predict the reaction product. The product is: [OH:10][C:11]1[C:12]([CH3:30])=[C:13]([CH3:29])[C:14]([NH:18][C:19](=[O:28])[CH2:20][CH:21]([CH3:27])[CH2:22][C:23]([CH3:25])([CH3:26])[CH3:24])=[N:15][C:16]=1[CH3:17].